This data is from Forward reaction prediction with 1.9M reactions from USPTO patents (1976-2016). The task is: Predict the product of the given reaction. (1) Given the reactants [CH2:1]([O:8][C@@H:9]1[CH2:14][C@H:13]([O:15][C:16]2[C:21]([F:22])=[CH:20][C:19]([S:23]([N:26](CC3C=CC(OC)=CC=3OC)[C:27]3[CH:32]=[CH:31][N:30]=[CH:29][N:28]=3)(=[O:25])=[O:24])=[C:18]([F:44])[CH:17]=2)[C@@H:12]([C:45]2[N:49]([CH3:50])[N:48]=[CH:47][CH:46]=2)[CH2:11][CH2:10]1)[C:2]1[CH:7]=[CH:6][CH:5]=[CH:4][CH:3]=1.C([SiH](CC)CC)C.FC(F)(F)C(O)=O, predict the reaction product. The product is: [CH2:1]([O:8][C@@H:9]1[CH2:14][C@H:13]([O:15][C:16]2[C:21]([F:22])=[CH:20][C:19]([S:23]([NH:26][C:27]3[CH:32]=[CH:31][N:30]=[CH:29][N:28]=3)(=[O:24])=[O:25])=[C:18]([F:44])[CH:17]=2)[C@@H:12]([C:45]2[N:49]([CH3:50])[N:48]=[CH:47][CH:46]=2)[CH2:11][CH2:10]1)[C:2]1[CH:7]=[CH:6][CH:5]=[CH:4][CH:3]=1. (2) Given the reactants FC(F)(F)C1[N:4]=[C:5]2[CH2:10][NH:9][CH2:8][CH2:7][N:6]2C=1.Br[CH2:15][C:16](=O)[C:17]([CH3:20])([CH3:19])[CH3:18].C(O)C, predict the reaction product. The product is: [CH3:18][C:17]([C:16]1[N:4]=[C:5]2[CH2:10][NH:9][CH2:8][CH2:7][N:6]2[CH:15]=1)([CH3:20])[CH3:19]. (3) Given the reactants N[C@@H]1C2C(=CC=CC=2)C[C@@H]1O.O1CCCC1.[C:17]([C:21]1[CH:26]=[CH:25][C:24]([CH:27]([OH:52])[C:28]2[C:29]([C:45]3[CH:50]=[CH:49][C:48]([F:51])=[CH:47][CH:46]=3)=[C:30]3[C:38](=[CH:39][C:40]=2[CH:41]([CH3:43])[CH3:42])[O:37][C:33]2([CH2:36][CH2:35][CH2:34]2)[CH2:32][C:31]3=[O:44])=[CH:23][CH:22]=1)([CH3:20])([CH3:19])[CH3:18], predict the reaction product. The product is: [C:17]([C:21]1[CH:22]=[CH:23][C:24]([C@H:27]([OH:52])[C:28]2[C:29]([C:45]3[CH:46]=[CH:47][C:48]([F:51])=[CH:49][CH:50]=3)=[C:30]3[C:38](=[CH:39][C:40]=2[CH:41]([CH3:43])[CH3:42])[O:37][C:33]2([CH2:34][CH2:35][CH2:36]2)[CH2:32][C@@H:31]3[OH:44])=[CH:25][CH:26]=1)([CH3:19])([CH3:20])[CH3:18]. (4) The product is: [CH2:21]1[C:22]2[C:27](=[CH:26][CH:25]=[CH:24][CH:23]=2)[CH2:28][CH2:29][N:20]1[CH2:19][CH:18]([O:30][S:2](=[O:4])(=[O:3])[OH:5])[CH2:17][O:16][CH2:6][CH2:7][CH2:8][CH2:9][CH2:10][CH2:11][CH2:12][CH2:13][CH2:14][CH3:15]. Given the reactants Cl[S:2]([OH:5])(=[O:4])=[O:3].[CH2:6]([O:16][CH2:17][CH:18]([OH:30])[CH2:19][N:20]1[CH2:29][CH2:28][C:27]2[C:22](=[CH:23][CH:24]=[CH:25][CH:26]=2)[CH2:21]1)[CH2:7][CH2:8][CH2:9][CH2:10][CH2:11][CH2:12][CH2:13][CH2:14][CH3:15], predict the reaction product. (5) Given the reactants [Cl:1][CH2:2][CH2:3][O:4][C:5]1[C:6]([O:35][CH3:36])=[CH:7][C:8]2[N:12]=[CH:11][N:10]([C:13]3[S:17][C:16]([C:18]([O:20]C)=[O:19])=[C:15]([O:22][CH2:23][C:24]4[CH:29]=[CH:28][CH:27]=[CH:26][C:25]=4[C:30]([F:33])([F:32])[F:31])[CH:14]=3)[C:9]=2[CH:34]=1.[OH-].[Li+].[OH-].[Na+].C(OCC)C, predict the reaction product. The product is: [Cl:1][CH2:2][CH2:3][O:4][C:5]1[C:6]([O:35][CH3:36])=[CH:7][C:8]2[N:12]=[CH:11][N:10]([C:13]3[S:17][C:16]([C:18]([OH:20])=[O:19])=[C:15]([O:22][CH2:23][C:24]4[CH:29]=[CH:28][CH:27]=[CH:26][C:25]=4[C:30]([F:33])([F:32])[F:31])[CH:14]=3)[C:9]=2[CH:34]=1. (6) Given the reactants C([O:8][CH2:9][CH2:10][CH2:11][C:12]1[N:13]=[C:14]([C:32]2[CH:37]=[CH:36][C:35]([C:38]([F:41])([F:40])[F:39])=[CH:34][CH:33]=2)[S:15][C:16]=1[CH2:17][O:18][C:19]1[CH:24]=[CH:23][C:22]([C:25]2[NH:29][C:28](=[O:30])[O:27][N:26]=2)=[C:21]([F:31])[CH:20]=1)C1C=CC=CC=1.B(Br)(Br)Br.ClCCl.CC(C)=O.C([O-])(O)=O.[Na+], predict the reaction product. The product is: [F:31][C:21]1[CH:20]=[C:19]([O:18][CH2:17][C:16]2[S:15][C:14]([C:32]3[CH:37]=[CH:36][C:35]([C:38]([F:40])([F:41])[F:39])=[CH:34][CH:33]=3)=[N:13][C:12]=2[CH2:11][CH2:10][CH2:9][OH:8])[CH:24]=[CH:23][C:22]=1[C:25]1[NH:29][C:28](=[O:30])[O:27][N:26]=1. (7) Given the reactants [NH2:1][C:2]1[CH:3]=[N:4][CH:5]=[CH:6][CH:7]=1.C(N(CC)CC)C.[CH3:15][O:16][C:17]([CH2:19][CH2:20][C:21](Cl)=[O:22])=[O:18].O, predict the reaction product. The product is: [CH3:15][O:16][C:17](=[O:18])[CH2:19][CH2:20][C:21]([NH:1][C:2]1[CH:3]=[N:4][CH:5]=[CH:6][CH:7]=1)=[O:22].